This data is from Forward reaction prediction with 1.9M reactions from USPTO patents (1976-2016). The task is: Predict the product of the given reaction. (1) Given the reactants O[C:2]1[N:7]2[N:8]=[CH:9][CH:10]=[C:6]2[N:5]=[CH:4][C:3]=1[C:11]([O:13][CH2:14][CH3:15])=[O:12].[Cl:16][C:17]1[CH:23]=[CH:22][C:20]([NH2:21])=[C:19]([CH3:24])[CH:18]=1, predict the reaction product. The product is: [Cl:16][C:17]1[CH:23]=[CH:22][C:20]([NH:21][C:2]2[N:7]3[N:8]=[CH:9][CH:10]=[C:6]3[N:5]=[CH:4][C:3]=2[C:11]([O:13][CH2:14][CH3:15])=[O:12])=[C:19]([CH3:24])[CH:18]=1. (2) Given the reactants C([O:5][C:6]([C:8]1([S:14]([C:17]2[CH:18]=[N:19][C:20]([C:23]3[CH:28]=[CH:27][C:26]([CH2:29][CH2:30][CH2:31][CH2:32][CH3:33])=[CH:25][CH:24]=3)=[CH:21][CH:22]=2)(=[O:16])=[O:15])[CH2:13][CH2:12][O:11][CH2:10][CH2:9]1)=[O:7])(C)(C)C.[F:34][C:35]([F:40])([F:39])[C:36]([OH:38])=[O:37], predict the reaction product. The product is: [F:34][C:35]([F:40])([F:39])[C:36]([OH:38])=[O:37].[CH2:29]([C:26]1[CH:27]=[CH:28][C:23]([C:20]2[N:19]=[CH:18][C:17]([S:14]([C:8]3([C:6]([OH:7])=[O:5])[CH2:13][CH2:12][O:11][CH2:10][CH2:9]3)(=[O:16])=[O:15])=[CH:22][CH:21]=2)=[CH:24][CH:25]=1)[CH2:30][CH2:31][CH2:32][CH3:33]. (3) Given the reactants Br[C:2]1[C:3]([CH:19]=[O:20])=[C:4]2[C:8](=[C:9]([CH3:11])[CH:10]=1)[N:7]([C:12]([O:14][C:15]([CH3:18])([CH3:17])[CH3:16])=[O:13])[CH:6]=[CH:5]2.O.C([O-])([O-])=O.[Cs+].[Cs+].[C:28]1([CH3:34])C=CC=C[CH:29]=1, predict the reaction product. The product is: [CH:34]1([C:2]2[C:3]([CH:19]=[O:20])=[C:4]3[C:8](=[C:9]([CH3:11])[CH:10]=2)[N:7]([C:12]([O:14][C:15]([CH3:18])([CH3:17])[CH3:16])=[O:13])[CH:6]=[CH:5]3)[CH2:28][CH2:29]1. (4) Given the reactants [C:1]([O:5][C:6]([NH:8][C:9]([CH3:15])([CH2:13][F:14])[C:10]([OH:12])=[O:11])=[O:7])([CH3:4])([CH3:3])[CH3:2], predict the reaction product. The product is: [C:1]([O:11][C:10](=[O:12])[C:9]([NH:8][C:6]([O:5][C:1]([CH3:4])([CH3:3])[CH3:2])=[O:7])([CH3:15])[CH2:13][F:14])([CH3:4])([CH3:3])[CH3:2]. (5) The product is: [CH3:24][O:23][C:21]([C:4]1[C:5]2[O:9][C:8]([C:10]3[CH:11]=[CH:12][C:13]([CH2:16][NH:32][CH:33]4[CH2:34][CH2:35][N:36]([C:39]([O:41][C:42]([CH3:45])([CH3:44])[CH3:43])=[O:40])[CH2:37][CH2:38]4)=[CH:14][CH:15]=3)=[CH:7][C:6]=2[CH:20]=[C:2]([F:1])[CH:3]=1)=[O:22]. Given the reactants [F:1][C:2]1[CH:3]=[C:4]([C:21]([O:23][CH3:24])=[O:22])[C:5]2[O:9][C:8]([C:10]3[CH:15]=[CH:14][C:13]([CH2:16]N(C)C)=[CH:12][CH:11]=3)=[CH:7][C:6]=2[CH:20]=1.C(C1C=CC(C[NH:32][CH:33]2[CH2:38][CH2:37][N:36]([C:39]([O:41][C:42]([CH3:45])([CH3:44])[CH3:43])=[O:40])[CH2:35][CH2:34]2)=CC=1)#C.FC1C=C(C(OC)=O)C(O)=C(I)C=1, predict the reaction product. (6) Given the reactants FC(F)(F)C(O)=O.[N:8]1([CH2:13][C:14]2[CH:33]=[CH:32][C:17]([O:18][C@H:19]3[CH2:22][C@H:21]([CH2:23][NH:24]C(=O)OC(C)(C)C)[CH2:20]3)=[CH:16][CH:15]=2)[CH2:12][CH2:11][CH2:10][CH2:9]1, predict the reaction product. The product is: [N:8]1([CH2:13][C:14]2[CH:33]=[CH:32][C:17]([O:18][C@H:19]3[CH2:22][C@H:21]([CH2:23][NH2:24])[CH2:20]3)=[CH:16][CH:15]=2)[CH2:12][CH2:11][CH2:10][CH2:9]1.